Dataset: Experimentally validated miRNA-target interactions with 360,000+ pairs, plus equal number of negative samples. Task: Binary Classification. Given a miRNA mature sequence and a target amino acid sequence, predict their likelihood of interaction. (1) The miRNA is mmu-miR-5107-5p with sequence UGGGCAGAGGAGGCAGGGACA. The protein sequence of the target gene is MPAHLLQEEISSSYTTTTTITAPPSRVLQNGGGKLEKTPLYLEEDIRPEMRDDIYDPTYQDKEGPKPKLEYVWRNIILMSLLHLGALYGITLIPTCKIYTYIWVLFYYLMGALGITAGAHRLWSHRTYKARLPLRVFLIIGNTMAFQNDVFEWSRDHRAHHKFSETDADPHNSRRGFFFSHVGWLLVRKHPAVKEKGSTLNLSDLRAEKLVMFQRRYYKPGVLLLCFILPTLVPWYLWDETFQNSLFFATLFRYALGLNVTWLVNSAAHMYGYRPYDKTINPRENILVSLGAAGEGFHNY.... Result: 0 (no interaction). (2) The miRNA is mmu-miR-340-5p with sequence UUAUAAAGCAAUGAGACUGAUU. The protein sequence of the target gene is MELRALLCWASLATALEETLLNTKLETADLKWVTYPQAEGQWEELSGLDEEQHSVRTYEVCDMKRPGGQAHWLRTGWVPRRGAVHVYATIRFTMMECLSLPRASRSCKETFTVFYYESEADTATAHTPAWMENPYIKVDTVAAEHLTRKRPGAEATGKVNIKTLRLGPLSKAGFYLAFQDQGACMALLSLHLFYKKCSWLITNLTYFPETVPRELVVPVAGSCVANAVPTANPSPSLYCREDGQWAEQQVTGCSCAPGYEAAESNKVCRACGQGTFKPQIGDESCLPCPANSHSNNIGSP.... Result: 1 (interaction). (3) The miRNA is hsa-miR-135b-5p with sequence UAUGGCUUUUCAUUCCUAUGUGA. The protein sequence of the target gene is MATLKDQLIYNLLKEEQTPQNKITVVGVGAVGMACAISILMKDLADELALVDVIEDKLKGEMMDLQHGSLFLRTPKIVSGKDYNVTANSKLVIITAGARQQEGESRLNLVQRNVNIFKFIIPNVVKYSPNCKLLIVSNPVDILTYVAWKISGFPKNRVIGSGCNLDSARFRYLMGERLGVHPLSCHGWVLGEHGDSSVPVWSGMNVAGVSLKTLHPDLGTDKDKEQWKEVHKQVVESAYEVIKLKGYTSWAIGLSVADLAESIMKNLRRVHPVSTMIKGLYGIKDDVFLSVPCILGQNGI.... Result: 1 (interaction).